Dataset: Forward reaction prediction with 1.9M reactions from USPTO patents (1976-2016). Task: Predict the product of the given reaction. (1) Given the reactants C(N(CC1C=CC=CC=1)C1[CH:13]=[C:12]([C:14]2[C:23]3[C:18](=[CH:19][C:20]([O:29][CH2:30][CH3:31])=[C:21]4[O:26][C:25]([CH3:28])([CH3:27])[CH2:24][C:22]4=3)[CH2:17][C:16]([CH3:33])([CH3:32])[N:15]=2)[CH:11]=[CH:10]C=1C(O)=O)(=O)C.[CH:41]1[CH:46]=[C:45]2N=NN([O-])[C:44]2=C[CH:42]=1.[NH4+].[CH2:52]([N:54]([CH2:57][CH3:58])[CH2:55][CH3:56])[CH3:53].Cl.C(N=C=NCCCN(C)C)C.C[N:72](C)[CH:73]=[O:74], predict the reaction product. The product is: [CH2:30]([O:29][C:20]1[CH:19]=[C:18]2[C:23](=[C:22]3[CH2:24][C:25]([CH3:28])([CH3:27])[O:26][C:21]=13)[C:14]([C:12]1[CH:13]=[C:55]3[C:56]([C:73](=[O:74])[N:72]=[C:52]([CH3:53])[N:54]3[CH2:57][C:58]3[CH:42]=[CH:41][CH:46]=[CH:45][CH:44]=3)=[CH:10][CH:11]=1)=[N:15][C:16]([CH3:32])([CH3:33])[CH2:17]2)[CH3:31]. (2) Given the reactants [C:1]([O:5][C:6]([N:8]1[CH2:12][C@@H:11]([OH:13])[CH2:10][C@H:9]1[C:14]([OH:16])=[O:15])=[O:7])([CH3:4])([CH3:3])[CH3:2].N1C=CN=C1.CN(C)C=O.[C:27]([Si:31](Cl)([CH3:33])[CH3:32])([CH3:30])([CH3:29])[CH3:28], predict the reaction product. The product is: [C:1]([O:5][C:6]([N:8]1[CH2:12][C@@H:11]([O:13][Si:31]([C:27]([CH3:30])([CH3:29])[CH3:28])([CH3:33])[CH3:32])[CH2:10][C@H:9]1[C:14]([OH:16])=[O:15])=[O:7])([CH3:4])([CH3:2])[CH3:3]. (3) The product is: [OH:5][C:2]([CH3:4])([CH3:3])[CH2:1][N:49]1[CH2:48][CH2:47][CH:46]([C:44]([N:41]2[CH2:42][CH2:43][CH:38]([CH2:37][O:36][C:29]3[N:28]=[CH:27][C:26]([C:25]4[C:20]5[CH:19]=[CH:18][N:17]([CH3:16])[C:21]=5[N:22]=[C:23]([C:52]#[N:53])[N:24]=4)=[CH:31][C:30]=3[C:32]([F:34])([F:33])[F:35])[CH2:39][CH2:40]2)=[O:45])[CH2:51][CH2:50]1. Given the reactants [CH3:1][C:2]1([O:5][CH2:4]1)[CH3:3].C(N(CC)C(C)C)(C)C.Cl.[CH3:16][N:17]1[C:21]2[N:22]=[C:23]([C:52]#[N:53])[N:24]=[C:25]([C:26]3[CH:27]=[N:28][C:29]([O:36][CH2:37][CH:38]4[CH2:43][CH2:42][N:41]([C:44]([CH:46]5[CH2:51][CH2:50][NH:49][CH2:48][CH2:47]5)=[O:45])[CH2:40][CH2:39]4)=[C:30]([C:32]([F:35])([F:34])[F:33])[CH:31]=3)[C:20]=2[CH:19]=[CH:18]1.CN(C=O)C, predict the reaction product. (4) Given the reactants N1([NH:7][C:8]([O:10][CH2:11][C:12]2[CH:17]=[CH:16][CH:15]=[CH:14][CH:13]=2)=[O:9])CCNCC1.[CH3:18][N:19]([CH3:24])[CH2:20][C:21](O)=[O:22].Cl.C(N=C=NCCCN(C)C)C.O.ON1C2C=CC=CC=2N=N1.[CH2:48]([N:50](CC)[CH2:51][CH3:52])[CH3:49], predict the reaction product. The product is: [CH3:18][N:19]([CH3:24])[CH2:20][C:21]([N:50]1[CH2:51][CH2:52][N:7]([C:8]([O:10][CH2:11][C:12]2[CH:13]=[CH:14][CH:15]=[CH:16][CH:17]=2)=[O:9])[CH2:49][CH2:48]1)=[O:22]. (5) Given the reactants Cl[C:2]1[C:3]2[C:8]([N:9]=[C:10]3[C:15]=1[CH:14]=[CH:13][CH:12]=[CH:11]3)=[CH:7][CH:6]=[CH:5][CH:4]=2.[CH2:16]([N:18]1[CH2:23][CH2:22][CH:21]([NH2:24])[CH2:20][CH2:19]1)[CH3:17], predict the reaction product. The product is: [CH2:16]([N:18]1[CH2:23][CH2:22][CH:21]([NH:24][C:2]2[C:3]3[C:8]([N:9]=[C:10]4[C:15]=2[CH:14]=[CH:13][CH:12]=[CH:11]4)=[CH:7][CH:6]=[CH:5][CH:4]=3)[CH2:20][CH2:19]1)[CH3:17]. (6) Given the reactants [CH2:1]([C@@H:3]([CH2:6][O:7][CH2:8][C:9]1[CH:14]=[CH:13][CH:12]=[CH:11][CH:10]=1)[CH2:4][OH:5])[CH3:2].[S:15](Cl)([C:18]1[CH:24]=[CH:23][C:21]([CH3:22])=[CH:20][CH:19]=1)(=[O:17])=[O:16].N1C=CC=CC=1.C(O)(=O)CC(CC(O)=O)(C(O)=O)O, predict the reaction product. The product is: [C:21]1([CH3:22])[CH:23]=[CH:24][C:18]([S:15]([O:5][CH2:4][C@@H:3]([CH2:1][CH3:2])[CH2:6][O:7][CH2:8][C:9]2[CH:14]=[CH:13][CH:12]=[CH:11][CH:10]=2)(=[O:17])=[O:16])=[CH:19][CH:20]=1. (7) Given the reactants [CH3:1][N:2]1[CH:6]=[C:5]([C:7]2[CH:8]=[CH:9][C:10]3[N:11]([C:13]([C@H:16]([C:18]4[CH:19]=[C:20]5[C:24](=[CH:25][CH:26]=4)[N:23]([CH2:27][CH2:28][O:29][CH:30]4[CH2:35][CH2:34][CH2:33][CH2:32][O:31]4)[N:22]=[CH:21]5)[CH3:17])=[CH:14][N:15]=3)[N:12]=2)[CH:4]=[N:3]1.[H-].[Na+].BrCCOC1CCCCO1, predict the reaction product. The product is: [CH3:1][N:2]1[CH:6]=[C:5]([C:7]2[CH:8]=[CH:9][C:10]3[N:11]([C:13]([C@H:16]([C:18]4[CH:19]=[CH:20][C:21]5[C:25](=[CH:24][N:23]([CH2:27][CH2:28][O:29][CH:30]6[CH2:35][CH2:34][CH2:33][CH2:32][O:31]6)[N:22]=5)[CH:26]=4)[CH3:17])=[CH:14][N:15]=3)[N:12]=2)[CH:4]=[N:3]1. (8) Given the reactants [F:1][C:2]([F:30])([F:29])[O:3][C:4]1[CH:9]=[CH:8][C:7]([N:10]2[CH2:15][CH2:14][CH:13]([N:16]3[CH2:21][CH2:20][N:19](C(OC(C)(C)C)=O)[CH2:18][CH2:17]3)[CH2:12][CH2:11]2)=[CH:6][CH:5]=1, predict the reaction product. The product is: [F:30][C:2]([F:1])([F:29])[O:3][C:4]1[CH:9]=[CH:8][C:7]([N:10]2[CH2:15][CH2:14][CH:13]([N:16]3[CH2:21][CH2:20][NH:19][CH2:18][CH2:17]3)[CH2:12][CH2:11]2)=[CH:6][CH:5]=1. (9) Given the reactants [Br:1][C:2]1[CH:9]=[C:8]([CH3:10])[CH:7]=[C:6]([Br:11])[C:3]=1[CH:4]=O.Cl.[F:13][C:14]1[CH:19]=[C:18]([F:20])[CH:17]=[CH:16][C:15]=1[NH:21][NH2:22].C([O-])(=O)C.[Na+], predict the reaction product. The product is: [F:13][C:14]1[CH:19]=[C:18]([F:20])[CH:17]=[CH:16][C:15]=1[NH:21][N:22]=[CH:4][C:3]1[C:2]([Br:1])=[CH:9][C:8]([CH3:10])=[CH:7][C:6]=1[Br:11]. (10) Given the reactants [C:12]([O:11][C:9](O[C:9]([O:11][C:12]([CH3:15])([CH3:14])[CH3:13])=[O:10])=[O:10])([CH3:15])([CH3:14])[CH3:13].[N+:16]([C:19]1[CH:20]=[C:21]2[C:25](=[CH:26][CH:27]=1)[NH:24][C:23]([C:28]([O:30][CH2:31][CH3:32])=[O:29])=[CH:22]2)([O-:18])=[O:17].Cl, predict the reaction product. The product is: [N+:16]([C:19]1[CH:20]=[C:21]2[C:25](=[CH:26][CH:27]=1)[N:24]([C:9]([O:11][C:12]([CH3:13])([CH3:14])[CH3:15])=[O:10])[C:23]([C:28]([O:30][CH2:31][CH3:32])=[O:29])=[CH:22]2)([O-:18])=[O:17].